This data is from Merck oncology drug combination screen with 23,052 pairs across 39 cell lines. The task is: Regression. Given two drug SMILES strings and cell line genomic features, predict the synergy score measuring deviation from expected non-interaction effect. (1) Drug 1: NC1CCCCC1N.O=C(O)C(=O)O.[Pt+2]. Drug 2: Cn1cc(-c2cnn3c(N)c(Br)c(C4CCCNC4)nc23)cn1. Cell line: ZR751. Synergy scores: synergy=-13.3. (2) Drug 1: Cn1nnc2c(C(N)=O)ncn2c1=O. Drug 2: Cn1cc(-c2cnn3c(N)c(Br)c(C4CCCNC4)nc23)cn1. Cell line: NCIH23. Synergy scores: synergy=-144. (3) Drug 1: CC(=O)OC1C(=O)C2(C)C(O)CC3OCC3(OC(C)=O)C2C(OC(=O)c2ccccc2)C2(O)CC(OC(=O)C(O)C(NC(=O)c3ccccc3)c3ccccc3)C(C)=C1C2(C)C. Drug 2: Cn1cc(-c2cnn3c(N)c(Br)c(C4CCCNC4)nc23)cn1. Cell line: DLD1. Synergy scores: synergy=7.32.